This data is from Forward reaction prediction with 1.9M reactions from USPTO patents (1976-2016). The task is: Predict the product of the given reaction. (1) Given the reactants [CH3:1][O:2][C:3](=[O:12])[C:4]1[CH:9]=[CH:8][C:7]([CH:10]=[O:11])=[CH:6][CH:5]=1.[CH2:13]([Mg]Cl)[CH:14]([CH3:16])[CH3:15], predict the reaction product. The product is: [CH3:1][O:2][C:3](=[O:12])[C:4]1[CH:9]=[CH:8][C:7]([CH:10]([OH:11])[CH2:13][CH:14]([CH3:16])[CH3:15])=[CH:6][CH:5]=1. (2) Given the reactants [CH2:1]([CH:3]1[N:8]([C:9]([C:11]2[C:12]([NH:20][CH2:21][C:22]3[O:23][CH:24]=[CH:25][CH:26]=3)=[N:13][C:14]([CH:17]([CH3:19])[CH3:18])=[N:15][CH:16]=2)=[O:10])[CH2:7][CH2:6][N:5](C(OC(C)(C)C)=O)[CH2:4]1)[CH3:2].C(OCC)(=O)C.[ClH:40], predict the reaction product. The product is: [ClH:40].[ClH:40].[CH2:1]([CH:3]1[CH2:4][NH:5][CH2:6][CH2:7][N:8]1[C:9]([C:11]1[C:12]([NH:20][CH2:21][C:22]2[O:23][CH:24]=[CH:25][CH:26]=2)=[N:13][C:14]([CH:17]([CH3:19])[CH3:18])=[N:15][CH:16]=1)=[O:10])[CH3:2]. (3) Given the reactants [NH2:1][CH:2]([C:4]([OH:6])=[O:5])[CH3:3].C(N(CC)CC)C.C[Si](Cl)(C)C.[C:19](Cl)(=[O:23])[CH2:20][CH2:21][CH3:22], predict the reaction product. The product is: [C:19]([NH:1][CH:2]([CH3:3])[C:4]([OH:6])=[O:5])(=[O:23])[CH2:20][CH2:21][CH3:22]. (4) The product is: [Br:3][C:4]1[CH:9]=[CH:8][C:7]([CH2:10][C:11]([O:16][CH3:15])=[O:1])=[C:6]([CH3:13])[CH:5]=1. Given the reactants [OH-:1].[K+].[Br:3][C:4]1[CH:9]=[CH:8][C:7]([CH2:10][C:11]#N)=[C:6]([CH3:13])[CH:5]=1.Cl.[C:15](=O)([O-])[O-:16].[K+].[K+].CI, predict the reaction product. (5) Given the reactants Cl[S:2]([C:5]1[CH:10]=[CH:9][C:8]([CH2:11][C:12]([O:14][CH3:15])=[O:13])=[CH:7][CH:6]=1)(=[O:4])=[O:3].[NH:16]1[CH2:21][CH2:20][O:19][CH2:18][CH2:17]1.C(N(CC)CC)C, predict the reaction product. The product is: [O:19]1[CH2:20][CH2:21][N:16]([S:2]([C:5]2[CH:10]=[CH:9][C:8]([CH2:11][C:12]([O:14][CH3:15])=[O:13])=[CH:7][CH:6]=2)(=[O:4])=[O:3])[CH2:17][CH2:18]1. (6) Given the reactants O[C:2]1[CH:7]=[C:6](C)[CH:5]=[CH:4][C:3]=1[NH:9][C:10](=[O:21])[C:11]1[CH:16]=[C:15]([N+:17]([O-:19])=[O:18])[CH:14]=[CH:13][C:12]=1[Cl:20].[C:22]1(C)C=CC(S(O)(=O)=O)=CC=1.O, predict the reaction product. The product is: [Cl:20][C:12]1[CH:13]=[CH:14][C:15]([N+:17]([O-:19])=[O:18])=[CH:16][C:11]=1[C:10]1[O:21][C:4]2[CH:5]=[CH:6][C:7]([CH3:22])=[CH:2][C:3]=2[N:9]=1. (7) Given the reactants [Br:1][C:2]1[CH:7]=[CH:6][C:5]([CH:8]2[C:12](=[O:13])[CH:11]=[CH:10][C:9]2=[O:14])=[C:4]([CH2:15][CH3:16])[CH:3]=1, predict the reaction product. The product is: [Br:1][C:2]1[CH:7]=[CH:6][C:5]([CH:8]2[C:12](=[O:13])[CH2:11][CH2:10][C:9]2=[O:14])=[C:4]([CH2:15][CH3:16])[CH:3]=1.